From a dataset of Catalyst prediction with 721,799 reactions and 888 catalyst types from USPTO. Predict which catalyst facilitates the given reaction. (1) Reactant: COC1C=CC(C(C2C=CC(OC)=CC=2)(C2C=CC=CC=2)[NH:10][C:11]2[O:12][CH2:13][C:14]([F:41])([F:40])[C@:15]3([N:39]=2)[C:24]2[C:19](=[CH:20][CH:21]=[C:22]([N:25]=C(C4C=CC=CC=4)C4C=CC=CC=4)[CH:23]=2)[S:18][CH2:17][CH2:16]3)=CC=1.FC(F)(F)C(O)=O.Cl. Product: [F:41][C:14]1([F:40])[C@@:15]2([C:24]3[C:19](=[CH:20][CH:21]=[C:22]([NH2:25])[CH:23]=3)[S:18][CH2:17][CH2:16]2)[N:39]=[C:11]([NH2:10])[O:12][CH2:13]1. The catalyst class is: 4. (2) Reactant: [C:1]([O:5][C:6](=[O:15])[CH2:7]/[N:8]=[CH:9]/[CH2:10][C:11]([CH3:14])([CH3:13])[CH3:12])([CH3:4])([CH3:3])[CH3:2].[Cl:16][C:17]1[CH:18]=[C:19](/[CH:23]=[C:24](/[C:27]2[CH:28]=[N:29][C:30]([Cl:33])=[CH:31][CH:32]=2)\[C:25]#[N:26])[CH:20]=[CH:21][CH:22]=1.C(N(CC)CC)C. Product: [C:1]([O:5][C:6]([CH:7]1[CH:23]([C:19]2[CH:20]=[CH:21][CH:22]=[C:17]([Cl:16])[CH:18]=2)[C:24]([C:27]2[CH:28]=[N:29][C:30]([Cl:33])=[CH:31][CH:32]=2)([C:25]#[N:26])[CH:9]([CH2:10][C:11]([CH3:14])([CH3:13])[CH3:12])[NH:8]1)=[O:15])([CH3:4])([CH3:3])[CH3:2]. The catalyst class is: 26.